From a dataset of Experimentally validated miRNA-target interactions with 360,000+ pairs, plus equal number of negative samples. Binary Classification. Given a miRNA mature sequence and a target amino acid sequence, predict their likelihood of interaction. (1) The miRNA is mmu-miR-208b-3p with sequence AUAAGACGAACAAAAGGUUUGU. The protein sequence of the target gene is MAAAAVSSAKRSLRGELKQRLRAMSAEERLRQSRVLSQKVIAHSEYQKSKRISIFLSMQDEIETEEIIKDIFQRGKICFIPRYRFQSNHMDMVRIESPEEISLLPKTSWNIPQPGEGDVREEALSTGGLDLIFMPGLGFDKHGNRLGRGKGYYDAYLKRCLQHQEVKPYTLALAFKEQICLQVPVNENDMKVDEVLYEDSSTA. Result: 0 (no interaction). (2) Result: 1 (interaction). The protein sequence of the target gene is MQKRQGYCSYCRVQYNNLEQHLFSAQHRSLTRQSRRQICTSSLMERFLQDVLQHHPYHCQESSSTQDETHVNTGSSSEVVHLDDAFSEEEEEDEDKVEDEDATEERPSEVSEPIEELHSRPHKSQEGTQEVSVRPSVIQKLEKGQQQPLEFVHKIGASVRKCNLVDIGQATNNRSNLVRPPVICNAPASCLPESSNDRPVTANTTSLPPAAHLDSVSKCDPNKVEKYLEQPDGASRNPVPSSHVETTSFSYQKHKESNRKSLRMNSDKLVLWKDVKSQGKTLSAGLKFHERMGTKGSLRV.... The miRNA is hsa-miR-1247-3p with sequence CCCCGGGAACGUCGAGACUGGAGC. (3) The miRNA is mmu-miR-466k with sequence UGUGUGUGUACAUGUACAUGUGA. The protein sequence of the target gene is MHCERFLCVLRIIGTTLFGVSLLLGITAAYIVGYQFIQTDNYYFSFGLYGAFLASHLIIQSLFAFLEHRKMKKSLETPIKLNKTVALCIAAYQEDPDYLRKCLQSVKRLTYPGIKVVMVIDGNSDDDLYMMDIFSEVMGRDKSATYIWKNNFHEKGPGETEESHKESSQHVTQLVLSNKSICIMQKWGGKREVMYTAFRALGRSVDYVQVCDSDTMLDPASSVEMVKVLEEDPMVGGVGGDVQILNKYDSWISFLSSVRYWMAFNIERACQSYFGCVQCISGPLGMYRNSLLHEFVEDWY.... Result: 1 (interaction). (4) The miRNA is rno-miR-181a-5p with sequence AACAUUCAACGCUGUCGGUGAGU. The protein sequence of the target gene is MVSKALLRLVSAVNRRRMKLLLGIALLAYVASVWGNFVNMRSIQENGELKIESKIEEMVEPLREKIRDLEKSFTQKYPPVKFLSEKDRKRILITGGAGFVGSHLTDKLMMDGHEVTVVDNFFTGRKRNVEHWIGHENFELINHDVVEPLYIEVDQIYHLASPASPPNYMYNPIKTLKTNTIGTLNMLGLAKRVGARLLLASTSEVYGDPEVHPQSEDYWGHVNPIGPRACYDEGKRVAETMCYAYMKQEGVEVRVARIFNTFGPRMHMNDGRVVSNFILQALQGEPLTVYGSGSQTRAFQ.... Result: 0 (no interaction). (5) The miRNA is hsa-miR-4434 with sequence AGGAGAAGUAAAGUAGAA. The protein sequence of the target gene is MKQQQWCGMTAKMGTVLSGVFTIMAVDMYLIFEQKHLGNGSCTEITPKYRGASNIINNFIICWSFKIVLFLSFITILISCFLLYSVYAQIFRGLVIYIVWIFFYETANVVIQILTNNDFDIKEVRIMRWFGLVSRTVMHCFWMFFVINYAHITYKNRSQGNIISYKRRISTAEILHSRNKRLSISSGFSGSHLESQYFERQSFHTSIFTCLSPVPSSAPSTCRYTIDVC. Result: 0 (no interaction).